Dataset: Forward reaction prediction with 1.9M reactions from USPTO patents (1976-2016). Task: Predict the product of the given reaction. (1) Given the reactants Br[C:2]1[S:6][CH:5]=[C:4]([C:7]([CH3:12])([CH2:10][CH3:11])[C:8]#[N:9])[CH:3]=1.CC1(C)C(C)(C)OB([C:21]2[CH:26]=[CH:25][N:24]=[C:23]3[N:27](C(C4C=CC=CC=4)(C4C=CC=CC=4)C4C=CC=CC=4)[N:28]=[CH:29][C:22]=23)O1.C([O-])([O-])=O.[Na+].[Na+].O.CCOC(C)=O, predict the reaction product. The product is: [NH:27]1[C:23]2=[N:24][CH:25]=[CH:26][C:21]([C:2]3[S:6][CH:5]=[C:4]([C:7]([CH3:12])([CH2:10][CH3:11])[C:8]#[N:9])[CH:3]=3)=[C:22]2[CH:29]=[N:28]1. (2) Given the reactants [Br:1][C:2]1[C:10](OS(C(F)(F)F)(=O)=O)=[CH:9][CH:8]=[C:7]2[C:3]=1[CH2:4][CH2:5][C:6]2=[O:19].[CH3:20][N:21](C)C=O, predict the reaction product. The product is: [Br:1][C:2]1[C:10]([C:20]#[N:21])=[CH:9][CH:8]=[C:7]2[C:3]=1[CH2:4][CH2:5][C:6]2=[O:19]. (3) Given the reactants [O:1]=[C:2]1[N:6]([CH:7]([C:9]2[CH:14]=[CH:13][CH:12]=[CH:11][CH:10]=2)[CH3:8])[CH2:5][CH:4]([CH2:15]OS(C)(=O)=O)[CH2:3]1.O.[F-:22].C([N+](CCCC)(CCCC)CCCC)CCC, predict the reaction product. The product is: [F:22][CH2:15][CH:4]1[CH2:5][N:6]([C@H:7]([C:9]2[CH:14]=[CH:13][CH:12]=[CH:11][CH:10]=2)[CH3:8])[C:2](=[O:1])[CH2:3]1. (4) Given the reactants [OH:1][C:2]1[CH:10]=[C:9]2[C:5]([C:6](=O)[C:7](=[O:11])[NH:8]2)=[C:4](NC(=O)C)[CH:3]=1.Cl.[NH:18]([C:20]1[CH:31]=[CH:30][C:23]([CH2:24][S:25]([NH:28][CH3:29])(=[O:27])=[O:26])=[CH:22][CH:21]=1)[NH2:19], predict the reaction product. The product is: [OH:1][C:2]1[CH:10]=[C:9]2[C:5]([C:6](=[N:19][NH:18][C:20]3[CH:31]=[CH:30][C:23]([CH2:24][S:25](=[O:27])(=[O:26])[NH:28][CH3:29])=[CH:22][CH:21]=3)[C:7](=[O:11])[NH:8]2)=[CH:4][C:3]=1[NH:8][C:7](=[O:11])[CH3:6]. (5) Given the reactants Cl[C:2]1[N:7]2[N:8]=[CH:9][C:10]([C:11]([O:13][CH2:14][CH3:15])=[O:12])=[C:6]2[N:5]=[CH:4][C:3]=1[C:16]([N:18]1[CH2:23][CH2:22][CH:21]([C:24]2[CH:29]=[CH:28][C:27](F)=[CH:26][CH:25]=2)[CH2:20][CH2:19]1)=[O:17].[CH3:31][C:32]1[CH:38]=[CH:37][C:36]([CH3:39])=[CH:35][C:33]=1[NH2:34], predict the reaction product. The product is: [CH3:31][C:32]1[CH:38]=[CH:37][C:36]([CH3:39])=[CH:35][C:33]=1[NH:34][C:2]1[N:7]2[N:8]=[CH:9][C:10]([C:11]([O:13][CH2:14][CH3:15])=[O:12])=[C:6]2[N:5]=[CH:4][C:3]=1[C:16]([N:18]1[CH2:23][CH2:22][CH:21]([C:24]2[CH:29]=[CH:28][CH:27]=[CH:26][CH:25]=2)[CH2:20][CH2:19]1)=[O:17].